Dataset: Forward reaction prediction with 1.9M reactions from USPTO patents (1976-2016). Task: Predict the product of the given reaction. (1) The product is: [Cl:40][C:9]1[CH:8]=[C:7]([N:6]=[C:42]=[S:43])[CH:12]=[C:11]([C:13]([F:14])([F:16])[F:15])[C:10]=1[C:17]1[CH:22]=[CH:21][C:20]([S:23]([CH2:26][CH:27]2[CH2:32][CH2:31][N:30]([C:33]([O:35][C:36]([CH3:37])([CH3:39])[CH3:38])=[O:34])[CH2:29][CH2:28]2)(=[O:25])=[O:24])=[CH:19][CH:18]=1. Given the reactants C(=O)([O-])[O-].[Ca+2].[NH2:6][C:7]1[CH:12]=[C:11]([C:13]([F:16])([F:15])[F:14])[C:10]([C:17]2[CH:22]=[CH:21][C:20]([S:23]([CH2:26][CH:27]3[CH2:32][CH2:31][N:30]([C:33]([O:35][C:36]([CH3:39])([CH3:38])[CH3:37])=[O:34])[CH2:29][CH2:28]3)(=[O:25])=[O:24])=[CH:19][CH:18]=2)=[C:9]([Cl:40])[CH:8]=1.O.[C:42](Cl)(Cl)=[S:43].Cl, predict the reaction product. (2) Given the reactants [Cl:1][C:2]1[CH:7]=[CH:6][C:5]([C:8]2[C:9]3[C:20]([CH3:21])=[C:19]([CH3:22])[S:18][C:10]=3[NH:11][C:12](=O)[C:13]([CH3:16])([CH3:15])[N:14]=2)=[CH:4][CH:3]=1.COC1C=CC(P2(SP(C3C=CC(OC)=CC=3)(=S)S2)=[S:32])=CC=1, predict the reaction product. The product is: [Cl:1][C:2]1[CH:7]=[CH:6][C:5]([C:8]2[C:9]3[C:20]([CH3:21])=[C:19]([CH3:22])[S:18][C:10]=3[NH:11][C:12](=[S:32])[C:13]([CH3:16])([CH3:15])[N:14]=2)=[CH:4][CH:3]=1. (3) Given the reactants [CH3:1]C(C)([O-])C.[K+].[I-].C[S+](C)(C)=O.[C:13]([O:17][C:18]([N:20]1[CH2:25][CH2:24][C:23](=[O:26])[CH2:22][CH2:21]1)=[O:19])([CH3:16])([CH3:15])[CH3:14].CC(OC)(C)C, predict the reaction product. The product is: [C:13]([O:17][C:18]([N:20]1[CH2:21][CH2:22][C:23]2([O:26][CH2:1]2)[CH2:24][CH2:25]1)=[O:19])([CH3:16])([CH3:14])[CH3:15]. (4) Given the reactants [C:1]([NH:4][C:5]1[S:6][C:7]2[C:16]3[N:15]=[C:14]([N:17]([CH2:25][C:26]#[CH:27])C(=O)OC(C)(C)C)[N:13]=[CH:12][C:11]=3[CH2:10][CH2:9][C:8]=2[N:28]=1)(=[O:3])[CH3:2], predict the reaction product. The product is: [CH2:25]([NH:17][C:14]1[N:13]=[CH:12][C:11]2[CH2:10][CH2:9][C:8]3[N:28]=[C:5]([NH:4][C:1](=[O:3])[CH3:2])[S:6][C:7]=3[C:16]=2[N:15]=1)[C:26]#[CH:27]. (5) Given the reactants [Cl:1][C:2]1[C:3](C(N)=O)=[N:4][CH:5]=[CH:6][C:7]=1[O:8][C:9]1[CH:14]=[CH:13][C:12]([NH:15][C:16]([C:18]2[C:19](=[O:34])[N:20]([C:27]3[CH:32]=[CH:31][C:30]([F:33])=[CH:29][CH:28]=3)[CH:21]=[CH:22][C:23]=2OCC)=[O:17])=[CH:11][C:10]=1[F:35].O.[C:40]([OH:43])(=O)[CH3:41].C(O)(=O)C.IC1C=CC=CC=1.CC#[N:57], predict the reaction product. The product is: [NH2:57][C:3]1[C:2]([Cl:1])=[C:7]([O:8][C:9]2[CH:14]=[CH:13][C:12]([NH:15][C:16]([C:18]3[C:19](=[O:34])[N:20]([C:27]4[CH:28]=[CH:29][C:30]([F:33])=[CH:31][CH:32]=4)[CH:21]=[CH:22][C:23]=3[O:43][CH2:40][CH3:41])=[O:17])=[CH:11][C:10]=2[F:35])[CH:6]=[CH:5][N:4]=1.